The task is: Predict the reactants needed to synthesize the given product.. This data is from Full USPTO retrosynthesis dataset with 1.9M reactions from patents (1976-2016). (1) Given the product [CH2:22]([O:21][C:19](=[O:20])[CH:18]([NH:7][C:6]1[CH:8]=[CH:9][CH:10]=[C:4]([N+:1]([O-:3])=[O:2])[CH:5]=1)[C:17](=[N:16][NH:15][C:11]([O:13][CH3:14])=[O:12])[CH3:24])[CH3:23], predict the reactants needed to synthesize it. The reactants are: [N+:1]([C:4]1[CH:5]=[C:6]([CH:8]=[CH:9][CH:10]=1)[NH2:7])([O-:3])=[O:2].[C:11]([N:15]=[N:16]/[C:17](/[CH3:24])=[CH:18]\[C:19]([O:21][CH2:22][CH3:23])=[O:20])([O:13][CH3:14])=[O:12].CCCCCC. (2) Given the product [OH:8][CH2:7][CH2:6][CH:5]([C:10]1[CH:15]=[CH:14][CH:13]=[CH:12][C:11]=1[C:16]([F:17])([F:18])[F:19])[CH2:4][C:1]([NH2:2])=[O:3], predict the reactants needed to synthesize it. The reactants are: [C:1]([CH2:4][CH:5]([C:10]1[CH:15]=[CH:14][CH:13]=[CH:12][C:11]=1[C:16]([F:19])([F:18])[F:17])[CH2:6][C:7](O)=[O:8])(=[O:3])[NH2:2].B#B.O1CCCC1. (3) The reactants are: [C:1]1(=[O:11])[C:10]2[C:5](=[CH:6][CH:7]=[CH:8][CH:9]=2)[CH2:4][CH2:3][NH:2]1.[Cl:12][C:13]1[CH:18]=[CH:17][CH:16]=[C:15](I)[CH:14]=1.C([O-])([O-])=O.[K+].[K+].CN(C)C=O. Given the product [Cl:12][C:13]1[CH:14]=[C:15]([N:2]2[CH2:3][CH2:4][C:5]3[C:10](=[CH:9][CH:8]=[CH:7][CH:6]=3)[C:1]2=[O:11])[CH:16]=[CH:17][CH:18]=1, predict the reactants needed to synthesize it. (4) Given the product [CH3:1][O:2][C:3]1[CH:4]=[C:5]([NH:10][C:11]2[N:16]=[C:15]([N:17]3[CH:21]=[CH:20][C:19]([C:22]([F:25])([F:24])[F:23])=[N:18]3)[C:14]([C:26]3[CH:27]=[C:28]([C:34]([NH:41][S:38]([CH3:37])(=[O:40])=[O:39])=[O:35])[C:29](=[O:33])[N:30]([CH3:32])[CH:31]=3)=[CH:13][N:12]=2)[CH:6]=[C:7]([CH3:9])[CH:8]=1, predict the reactants needed to synthesize it. The reactants are: [CH3:1][O:2][C:3]1[CH:4]=[C:5]([NH:10][C:11]2[N:16]=[C:15]([N:17]3[CH:21]=[CH:20][C:19]([C:22]([F:25])([F:24])[F:23])=[N:18]3)[C:14]([C:26]3[CH:27]=[C:28]([C:34](O)=[O:35])[C:29](=[O:33])[N:30]([CH3:32])[CH:31]=3)=[CH:13][N:12]=2)[CH:6]=[C:7]([CH3:9])[CH:8]=1.[CH3:37][S:38]([NH2:41])(=[O:40])=[O:39].C(N(CC)CC)C.[I-].ClC1C=CC=C[N+]=1C. (5) Given the product [CH2:1]([C:3]1[CH:4]=[CH:5][C:6]2[CH:10]=[C:9]([C:11]([OH:13])=[O:12])[S:8][C:7]=2[CH:16]=1)[CH3:2], predict the reactants needed to synthesize it. The reactants are: [CH2:1]([C:3]1[CH:4]=[CH:5][C:6]2[CH:10]=[C:9]([C:11]([O:13]CC)=[O:12])[S:8][C:7]=2[CH:16]=1)[CH3:2].O.[OH-].[Li+]. (6) Given the product [NH2:12][C:10]1[N:11]=[C:6]([C:2]2[O:1][CH:5]=[CH:4][CH:3]=2)[C:7]2[N:15]=[N:14][N:13]([CH2:19][C:20]3[CH:35]=[CH:34][C:23]4[N:24]([C:27]([O:29][C:30]([CH3:31])([CH3:33])[CH3:32])=[O:28])[N:25]=[N:26][C:22]=4[CH:21]=3)[C:8]=2[N:9]=1, predict the reactants needed to synthesize it. The reactants are: [O:1]1[CH:5]=[CH:4][CH:3]=[C:2]1[C:6]1[C:7]2[NH:15][N:14]=[N:13][C:8]=2[N:9]=[C:10]([NH2:12])[N:11]=1.[H-].[Na+].Br[CH2:19][C:20]1[CH:35]=[CH:34][C:23]2[N:24]([C:27]([O:29][C:30]([CH3:33])([CH3:32])[CH3:31])=[O:28])[N:25]=[N:26][C:22]=2[CH:21]=1.